From a dataset of Reaction yield outcomes from USPTO patents with 853,638 reactions. Predict the reaction yield, written as a fraction of the theoretical maximum amount of product (1.0 means a 100% yield; for example, 0.34 means a 34% yield). (1) The reactants are [NH2:1][OH:2].CO.[CH:5]1([NH:8][CH2:9][C:10]2[CH:15]=[CH:14][C:13](/[CH:16]=[CH:17]/[C:18]#[C:19][C:20]3[CH:25]=[CH:24][C:23]([C:26](=[O:38])[N:27]([CH:29]([C:34]([NH:36][CH3:37])=[O:35])[C:30](OC)=[O:31])[CH3:28])=[CH:22][CH:21]=3)=[CH:12][CH:11]=2)[CH2:7][CH2:6]1.C(OCC)(=O)C. The catalyst is O. The product is [CH:5]1([NH:8][CH2:9][C:10]2[CH:11]=[CH:12][C:13](/[CH:16]=[CH:17]/[C:18]#[C:19][C:20]3[CH:21]=[CH:22][C:23]([C:26]([N:27]([CH3:28])[CH:29]([C:34]([NH:36][CH3:37])=[O:35])[C:30]([NH:1][OH:2])=[O:31])=[O:38])=[CH:24][CH:25]=3)=[CH:14][CH:15]=2)[CH2:7][CH2:6]1. The yield is 0.230. (2) The product is [Br:11][C:12]1[CH:17]=[CH:16][C:15]2[NH:18][C:2](=[O:3])[NH:19][C:14]=2[CH:13]=1. The yield is 0.340. The catalyst is CO.O. The reactants are Cl[C:2](OC1C=CC=CC=1)=[O:3].[Br:11][C:12]1[CH:13]=[C:14]([NH2:19])[C:15]([NH2:18])=[CH:16][CH:17]=1.C([O-])(O)=O.[Na+].[OH-].[Na+]. (3) The yield is 0.760. The product is [CH2:1]([O:3][C:4]([C:6]1[C:7]2[C:22]3[O:23][N:25]=[CH:24][C:21]=3[CH2:20][CH2:19][CH2:18][C:8]=2[NH:9][CH:10]=1)=[O:5])[CH3:2]. The reactants are [CH2:1]([O:3][C:4]([C:6]1[C:7]2[C:22](=[O:23])[CH2:21][CH2:20][CH2:19][CH2:18][C:8]=2[N:9](C(OC(C)(C)C)=O)[CH:10]=1)=[O:5])[CH3:2].[CH3:24][N:25](C(N(C)C)N(C)C)C.Cl.NO. The catalyst is CCO. (4) The reactants are [OH:1][CH:2]1[O:10][C@H:9]([CH2:11][OH:12])[C@@H:7](O)[C@H:5]([OH:6])[C@@H:3]1O.[C:13]([O:16][C:17](=[O:19])[CH3:18])(=[O:15])[CH3:14]. The catalyst is N1C=CC=CC=1. The product is [C:13]([O:16][CH:17]1[O:19][C@H:7]([CH2:5][O:6][C:11](=[O:12])[CH3:9])[C@@H:9]([O:10][C:2](=[O:1])[CH3:3])[C@H:11]([O:12][C:5](=[O:6])[CH3:7])[C@@H:18]1[O:10][C:2](=[O:1])[CH3:3])(=[O:15])[CH3:14]. The yield is 0.967. (5) The reactants are [C:1]([C:5]1[CH:15]=[C:14]([S:16](/[CH:19]=[CH:20]/[C:21]#[N:22])(=[O:18])=[O:17])[CH:13]=[CH:12][C:6]=1[O:7][CH2:8][C:9]([OH:11])=O)([CH3:4])([CH3:3])[CH3:2].Cl.CN(C)CCCN=C=NCC.ON1C2C=CC=CC=2N=N1.[NH2:45][C:46]1[CH:51]=[C:50]([CH3:52])[CH:49]=[CH:48][C:47]=1[OH:53]. The catalyst is C(#N)C.C(OCC)(=O)C. The product is [C:1]([C:5]1[CH:15]=[C:14]([S:16](/[CH:19]=[CH:20]/[C:21]#[N:22])(=[O:18])=[O:17])[CH:13]=[CH:12][C:6]=1[O:7][CH2:8][C:9]([NH:45][C:46]1[CH:51]=[C:50]([CH3:52])[CH:49]=[CH:48][C:47]=1[OH:53])=[O:11])([CH3:3])([CH3:4])[CH3:2]. The yield is 0.790. (6) The reactants are [CH:1]1([C:4]2[CH:9]=[CH:8][C:7]([OH:10])=[CH:6][CH:5]=2)[CH2:3][CH2:2]1.C1(C)C=CC(S(O[CH2:21][CH2:22][Cl:23])(=O)=O)=CC=1.C(=O)([O-])[O-].[K+].[K+]. The catalyst is C(#N)C.C(OCC)(=O)C. The product is [Cl:23][CH2:22][CH2:21][O:10][C:7]1[CH:8]=[CH:9][C:4]([CH:1]2[CH2:3][CH2:2]2)=[CH:5][CH:6]=1. The yield is 0.880.